Dataset: Reaction yield outcomes from USPTO patents with 853,638 reactions. Task: Predict the reaction yield, written as a fraction of the theoretical maximum amount of product (1.0 means a 100% yield; for example, 0.34 means a 34% yield). (1) The reactants are C[O:2][C:3]1[CH:10]=[N:9][CH:8]=[C:7]([O:11][CH3:12])[C:4]=1[CH:5]=[O:6].[Al+3].[Cl-].[Cl-].[Cl-]. The catalyst is C(Cl)Cl. The product is [OH:2][C:3]1[CH:10]=[N:9][CH:8]=[C:7]([O:11][CH3:12])[C:4]=1[CH:5]=[O:6]. The yield is 0.170. (2) The reactants are [NH2:1][C:2]1[CH:7]=[CH:6][C:5]([N:8]2[C:12]([CH2:13][CH2:14][CH3:15])=[C:11]([C:16]([NH:18][CH:19]3[CH2:21][CH2:20]3)=[O:17])[N:10]=[N:9]2)=[CH:4][CH:3]=1.[C:22]1(=[O:28])[O:27][C:25](=[O:26])[CH2:24][CH2:23]1.C(OCC)C. The catalyst is C(Cl)(Cl)Cl. The product is [CH:19]1([NH:18][C:16]([C:11]2[N:10]=[N:9][N:8]([C:5]3[CH:6]=[CH:7][C:2]([NH:1][C:22](=[O:28])[CH2:23][CH2:24][C:25]([OH:27])=[O:26])=[CH:3][CH:4]=3)[C:12]=2[CH2:13][CH2:14][CH3:15])=[O:17])[CH2:20][CH2:21]1. The yield is 0.630. (3) The reactants are [O:1]=[C:2]1[CH2:8][CH2:7][N:6]([C:9]([O:11][C:12]([CH3:15])([CH3:14])[CH3:13])=[O:10])[CH2:5][CH2:4][CH:3]1C(OCC)=O.C(=O)([O-])[O-].[K+].[K+]. The catalyst is C1COCC1. The product is [O:1]=[C:2]1[CH2:3][CH2:4][CH2:5][N:6]([C:9]([O:11][C:12]([CH3:15])([CH3:14])[CH3:13])=[O:10])[CH2:7][CH2:8]1. The yield is 0.930.